From a dataset of Catalyst prediction with 721,799 reactions and 888 catalyst types from USPTO. Predict which catalyst facilitates the given reaction. (1) Reactant: [C:1]([O:4][CH2:5][CH2:6][O:7][CH:8]([O:41][CH2:42][CH2:43][O:44][C:45](=[O:47])[CH3:46])[O:9][C@@H:10]1[C@H:14]([O:15][Si](C(C)(C)C)(C)C)[C@@H:13]([CH:23](I)O)[O:12][C@H:11]1[N:26]1[C:40]2[N:39]=[CH:38][N:37]=[C:30]([NH:31][C:32](=[O:36])[CH:33]([CH3:35])[CH3:34])[C:29]=2[N:28]=[CH:27]1)(=[O:3])[CH3:2].CCN(C(C)C)C(C)C.CCCC[N+](CCCC)(CCCC)CCCC.[F-]. Product: [C:45]([O:44][CH2:43][CH2:42][O:41][CH:8]([O:7][CH2:6][CH2:5][O:4][C:1](=[O:3])[CH3:2])[O:9][C@@H:10]1[C@H:14]([OH:15])[C@@H:13]([CH3:23])[O:12][C@H:11]1[N:26]1[C:40]2[N:39]=[CH:38][N:37]=[C:30]([NH:31][C:32](=[O:36])[CH:33]([CH3:35])[CH3:34])[C:29]=2[N:28]=[CH:27]1)(=[O:47])[CH3:46]. The catalyst class is: 123. (2) Reactant: [CH2:1]([O:3][C:4](=[O:7])[CH2:5][SH:6])[CH3:2].[H-].[Na+].F[C:11]1[CH:18]=[CH:17][C:14]([CH:15]=[O:16])=[CH:13][C:12]=1[N+:19]([O-:21])=[O:20]. Product: [CH:15]([C:14]1[CH:17]=[CH:18][C:11]([S:6][CH2:5][C:4]([O:3][CH2:1][CH3:2])=[O:7])=[C:12]([N+:19]([O-:21])=[O:20])[CH:13]=1)=[O:16]. The catalyst class is: 3. (3) Product: [CH3:1][O:2][C:3](=[O:33])[CH:4]([C:9]1[CH:10]=[C:11]([C:23]2[CH:24]=[CH:25][C:26]([C:29]([F:31])([F:30])[F:32])=[CH:27][CH:28]=2)[CH:12]=[C:13]([OH:15])[CH:14]=1)[CH2:5][CH:6]([CH3:8])[CH3:7]. The catalyst class is: 19. Reactant: [CH3:1][O:2][C:3](=[O:33])[CH:4]([C:9]1[CH:10]=[C:11]([C:23]2[CH:28]=[CH:27][C:26]([C:29]([F:32])([F:31])[F:30])=[CH:25][CH:24]=2)[CH:12]=[C:13]([O:15]CC2C=CC=CC=2)[CH:14]=1)[CH2:5][C:6]([CH3:8])=[CH2:7]. (4) The catalyst class is: 198. Product: [CH3:13][O:17][N:18]([CH3:19])[C:7]([C:6]1[N:2]([CH3:1])[CH:3]=[N:4][CH:5]=1)=[O:9]. Reactant: [CH3:1][N:2]1[C:6]([C:7]([OH:9])=O)=[CH:5][N:4]=[CH:3]1.CN([C:13]([O:17][N:18]1N=NC2C=CC=C[C:19]1=2)=[N+](C)C)C.[B-](F)(F)(F)F.CCN(CC)CC.Cl.CNOC.